From a dataset of Reaction yield outcomes from USPTO patents with 853,638 reactions. Predict the reaction yield, written as a fraction of the theoretical maximum amount of product (1.0 means a 100% yield; for example, 0.34 means a 34% yield). The reactants are [CH2:1]([O:8][C:9]([N:11]1[CH2:16][CH2:15][CH:14]([C:17](=O)[CH2:18][CH:19]([C:30]2[CH:35]=[CH:34][C:33]([O:36][CH3:37])=[CH:32][CH:31]=2)[C:20]([C:22]2[CH:27]=[CH:26][C:25]([O:28][CH3:29])=[CH:24][CH:23]=2)=O)[CH2:13][CH2:12]1)=[O:10])[C:2]1[CH:7]=[CH:6][CH:5]=[CH:4][CH:3]=1.COC1C=CC(P2(SP(C3C=CC(OC)=CC=3)(=S)S2)=[S:48])=CC=1. The catalyst is C1(C)C=CC=CC=1. The product is [CH2:1]([O:8][C:9]([N:11]1[CH2:16][CH2:15][CH:14]([C:17]2[S:48][C:20]([C:22]3[CH:27]=[CH:26][C:25]([O:28][CH3:29])=[CH:24][CH:23]=3)=[C:19]([C:30]3[CH:35]=[CH:34][C:33]([O:36][CH3:37])=[CH:32][CH:31]=3)[CH:18]=2)[CH2:13][CH2:12]1)=[O:10])[C:2]1[CH:7]=[CH:6][CH:5]=[CH:4][CH:3]=1. The yield is 0.700.